Dataset: Forward reaction prediction with 1.9M reactions from USPTO patents (1976-2016). Task: Predict the product of the given reaction. (1) Given the reactants [CH:1]1[CH2:4][CH2:3][CH:2]=1.[NH2:5][C:6]1[N:11]=[CH:10][C:9]([N+:12]([O-:14])=[O:13])=[CH:8][N:7]=1.C[OH:16], predict the reaction product. The product is: [N+:12]([C:9]1[CH:8]=[N:7][C:6]([NH:5][CH:1]2[CH2:4][CH2:3][C:2]2=[O:16])=[N:11][CH:10]=1)([O-:14])=[O:13]. (2) The product is: [Br:1][C:2]1[C:3]([CH2:12][O:13][CH:14]2[CH:19]([C:20]3[CH:21]=[CH:22][C:23]([O:26][CH2:27][CH2:28][CH2:29][O:30][CH2:31][C:32]4[CH:37]=[CH:36][CH:35]=[CH:34][C:33]=4[O:38][CH3:39])=[CH:24][CH:25]=3)[CH2:18][CH2:17][N:16]([C:40]([O:42][CH2:43][C:44]3[CH:45]=[CH:46][CH:47]=[CH:48][CH:49]=3)=[O:41])[CH2:15]2)=[CH:4][CH:5]=[C:6]2[C:10]=1[N:9]([CH2:53][C:54]#[N:55])[CH:8]=[C:7]2[CH3:11]. Given the reactants [Br:1][C:2]1[C:3]([CH2:12][O:13][CH:14]2[CH:19]([C:20]3[CH:25]=[CH:24][C:23]([O:26][CH2:27][CH2:28][CH2:29][O:30][CH2:31][C:32]4[CH:37]=[CH:36][CH:35]=[CH:34][C:33]=4[O:38][CH3:39])=[CH:22][CH:21]=3)[CH2:18][CH2:17][N:16]([C:40]([O:42][CH2:43][C:44]3[CH:49]=[CH:48][CH:47]=[CH:46][CH:45]=3)=[O:41])[CH2:15]2)=[CH:4][CH:5]=[C:6]2[C:10]=1[NH:9][CH:8]=[C:7]2[CH3:11].[H-].[Na+].Cl[CH2:53][C:54]#[N:55].[Cl-].[NH4+], predict the reaction product. (3) Given the reactants C[Mg]Br.[C:4]([C:7]1[N:12]=[C:11]([NH:13]CC2C=CC(OC)=C(OC)C=2)[N:10]2[N:25]=[C:26]([C:28]3[O:29][CH:30]=[CH:31][CH:32]=3)[N:27]=[C:9]2[CH:8]=1)(=O)[CH3:5].[C:33](C1C(=O)C(Cl)=C(Cl)C(=O)C=1C#N)#N.[C:47](=[O:50])(O)[O-].[Na+], predict the reaction product. The product is: [NH2:13][C:11]1[N:10]2[N:25]=[C:26]([C:28]3[O:29][CH:30]=[CH:31][CH:32]=3)[N:27]=[C:9]2[CH:8]=[C:7]([C:4]([CH3:5])([O:50][CH3:47])[CH3:33])[N:12]=1. (4) Given the reactants [C:1]([Si:5]([O:8][C:9]1[CH:14]=[CH:13][CH:12]=[CH:11][C:10]=1[CH2:15][CH2:16][O:17][Si](C(C)(C)C)(C)C)([CH3:7])[CH3:6])([CH3:4])([CH3:3])[CH3:2].CC1C=CC(S([O-])(=O)=O)=CC=1.C1C=C[NH+]=CC=1, predict the reaction product. The product is: [Si:5]([O:8][C:9]1[CH:14]=[CH:13][CH:12]=[CH:11][C:10]=1[CH2:15][CH2:16][OH:17])([C:1]([CH3:4])([CH3:3])[CH3:2])([CH3:7])[CH3:6]. (5) Given the reactants Br[C:2]1[C:7]([CH:8]=[O:9])=[CH:6][C:5]([O:10][CH3:11])=[N:4][CH:3]=1.[CH:12]([B-](F)(F)F)=[CH2:13].[K+], predict the reaction product. The product is: [CH3:11][O:10][C:5]1[CH:6]=[C:7]([C:2]([CH:12]=[CH2:13])=[CH:3][N:4]=1)[CH:8]=[O:9]. (6) Given the reactants [C:1]([CH:3]1[CH2:6][N:5]([C:7](=[O:39])[C@H:8]([NH:10][C:11]([C:13]2[C:21]3[C:16](=[N:17][CH:18]=[C:19]([C:22]4[N:26]5[CH:27]=[CH:28][CH:29]=[CH:30][C:25]5=[N:24][CH:23]=4)[N:20]=3)[N:15](COCC[Si](C)(C)C)[CH:14]=2)=[O:12])[CH3:9])[CH2:4]1)#[N:2].C(O)(C(F)(F)F)=O, predict the reaction product. The product is: [C:1]([CH:3]1[CH2:6][N:5]([C:7](=[O:39])[C@H:8]([NH:10][C:11]([C:13]2[C:21]3[C:16](=[N:17][CH:18]=[C:19]([C:22]4[N:26]5[CH:27]=[CH:28][CH:29]=[CH:30][C:25]5=[N:24][CH:23]=4)[N:20]=3)[NH:15][CH:14]=2)=[O:12])[CH3:9])[CH2:4]1)#[N:2]. (7) Given the reactants [N+](CCC(CC)C(O)=O)([O-])=O.[NH2:12][C@H:13]([C:21]([O:23]C)=[O:22])[CH2:14][C:15]1[CH:20]=[CH:19][CH:18]=[CH:17][CH:16]=1.Cl.CCN=C=NCCCN(C)C.Cl.CCN(C(C)C)C(C)C.OS([O-])(=O)=O.[Na+], predict the reaction product. The product is: [NH2:12][C@H:13]([C:21]([OH:23])=[O:22])[CH2:14][C:15]1[CH:20]=[CH:19][CH:18]=[CH:17][CH:16]=1.